Dataset: Full USPTO retrosynthesis dataset with 1.9M reactions from patents (1976-2016). Task: Predict the reactants needed to synthesize the given product. (1) Given the product [Cl:1][C:2]1[CH:3]=[C:4]([NH:16][C:17]2[C:26]3[C:21](=[CH:22][CH:23]=[CH:24][C:25]=3[O:27][C@@H:28]([CH3:33])[C:29]([N:35]([CH2:36][CH2:37][OH:38])[CH3:34])=[O:30])[N:20]=[CH:19][N:18]=2)[CH:5]=[CH:6][C:7]=1[O:8][CH2:9][C:10]1[CH:15]=[CH:14][CH:13]=[CH:12][N:11]=1, predict the reactants needed to synthesize it. The reactants are: [Cl:1][C:2]1[CH:3]=[C:4]([NH:16][C:17]2[C:26]3[C:21](=[CH:22][CH:23]=[CH:24][C:25]=3[O:27][C@@H:28]([CH3:33])[C:29](OC)=[O:30])[N:20]=[CH:19][N:18]=2)[CH:5]=[CH:6][C:7]=1[O:8][CH2:9][C:10]1[CH:15]=[CH:14][CH:13]=[CH:12][N:11]=1.[CH3:34][NH:35][CH2:36][CH2:37][OH:38]. (2) The reactants are: [NH:1]1[CH:5]=[CH:4][N:3]=[CH:2]1.[C:6]([C:9]1[CH:10]=[CH:11][C:12](Br)=[N:13][CH:14]=1)(=[O:8])[CH3:7].C(=O)([O-])[O-].[K+].[K+].[Cl-].[NH4+]. Given the product [C:6]([C:9]1[CH:10]=[CH:11][C:12]([N:1]2[CH:5]=[CH:4][N:3]=[CH:2]2)=[N:13][CH:14]=1)(=[O:8])[CH3:7], predict the reactants needed to synthesize it. (3) Given the product [Cl:26][C:23]1[CH:24]=[CH:25][C:20]([C:18]([NH:17][CH:13]([CH2:12][C:7]2[C:5]3[C:4](=[CH:3][CH:2]=[CH:1][CH:6]=3)[NH:11][C:9](=[O:10])[CH:8]=2)[C:14]([O:16][CH2:28][CH2:29][CH2:30][CH2:31][N:32]2[CH2:37][CH2:36][O:35][CH2:34][CH2:33]2)=[O:15])=[O:19])=[CH:21][CH:22]=1, predict the reactants needed to synthesize it. The reactants are: [CH:1]1[CH:2]=[CH:3][C:4]2[NH:11][C:9](=[O:10])[CH:8]=[C:7]([CH2:12][CH:13]([NH:17][C:18]([C:20]3[CH:21]=[CH:22][C:23]([Cl:26])=[CH:24][CH:25]=3)=[O:19])[C:14]([OH:16])=[O:15])[C:5]=2[CH:6]=1.Br[CH2:28][CH2:29][CH2:30][CH2:31][N:32]1[CH2:37][CH2:36][O:35][CH2:34][CH2:33]1.